This data is from Forward reaction prediction with 1.9M reactions from USPTO patents (1976-2016). The task is: Predict the product of the given reaction. Given the reactants [CH:1]1([C:7]2[C:8]3[CH:25]=[CH:24][C:23]([C:26]([O:28][CH3:29])=[O:27])=[CH:22][C:9]=3[N:10]3[C:16]=2[C:15]2[CH:17]=[CH:18][C:19]([OH:21])=[CH:20][C:14]=2[O:13][CH2:12][CH2:11]3)[CH2:6][CH2:5][CH2:4][CH2:3][CH2:2]1.C1(C)C=CC(S(O[CH:40]2[CH2:45][CH2:44][CH2:43][N:42]([C:46]([O:48][C:49]([CH3:52])([CH3:51])[CH3:50])=[O:47])[CH2:41]2)(=O)=O)=CC=1.C(=O)([O-])[O-].[K+].[K+].O, predict the reaction product. The product is: [C:49]([O:48][C:46]([N:42]1[CH2:43][CH2:44][CH2:45][CH:40]([O:21][C:19]2[CH:18]=[CH:17][C:15]3[C:16]4[N:10]([CH2:11][CH2:12][O:13][C:14]=3[CH:20]=2)[C:9]2[CH:22]=[C:23]([C:26]([O:28][CH3:29])=[O:27])[CH:24]=[CH:25][C:8]=2[C:7]=4[CH:1]2[CH2:2][CH2:3][CH2:4][CH2:5][CH2:6]2)[CH2:41]1)=[O:47])([CH3:52])([CH3:50])[CH3:51].